From a dataset of Full USPTO retrosynthesis dataset with 1.9M reactions from patents (1976-2016). Predict the reactants needed to synthesize the given product. (1) Given the product [ClH:29].[CH2:1]([O:8][C:9]1[CH:14]=[CH:13][N:12]([C:15]2[CH:20]=[CH:19][C:18]3[C:21]4[CH2:22][NH:23][CH2:24][CH2:25][C:26]=4[O:27][C:17]=3[CH:16]=2)[C:11](=[O:28])[CH:10]=1)[C:2]1[CH:7]=[CH:6][CH:5]=[CH:4][CH:3]=1, predict the reactants needed to synthesize it. The reactants are: [CH2:1]([O:8][C:9]1[CH:14]=[CH:13][N:12]([C:15]2[CH:20]=[CH:19][C:18]3[C:21]4[CH2:22][NH:23][CH2:24][CH2:25][C:26]=4[O:27][C:17]=3[CH:16]=2)[C:11](=[O:28])[CH:10]=1)[C:2]1[CH:7]=[CH:6][CH:5]=[CH:4][CH:3]=1.[ClH:29].CCOCC. (2) Given the product [F:11][CH:10]([F:12])[O:9][C:6]1[CH:7]=[CH:8][C:3]([CH2:2][C:15]#[N:16])=[CH:4][C:5]=1[O:13][CH3:14], predict the reactants needed to synthesize it. The reactants are: Cl[CH2:2][C:3]1[CH:8]=[CH:7][C:6]([O:9][CH:10]([F:12])[F:11])=[C:5]([O:13][CH3:14])[CH:4]=1.[C-:15]#[N:16].[Na+].O. (3) Given the product [Cl:18][C:9]1[CH:10]=[C:11]([C:16]#[N:17])[C:12]([O:14][CH3:15])=[CH:13][C:8]=1[CH:7]=[CH2:6], predict the reactants needed to synthesize it. The reactants are: CS(O[CH2:6][CH2:7][C:8]1[CH:13]=[C:12]([O:14][CH3:15])[C:11]([C:16]#[N:17])=[CH:10][C:9]=1[Cl:18])(=O)=O.C1CCN2C(=NCCC2)CC1. (4) Given the product [OH:35][C@@:27]1([C:43]([OH:44])=[O:40])[C@:26]2([CH3:36])[C@H:4]([C@H:5]3[C@H:23]([C@@H:24]([OH:37])[CH2:25]2)[C@@:22]2([CH3:38])[CH2:21][C:11]4[CH:12]=[N:13][N:14]([C:15]5[CH:20]=[CH:19][CH:18]=[CH:17][CH:16]=5)[C:10]=4[CH:9]=[C:8]2[C:7]([CH3:39])=[CH:6]3)[CH2:3][C@H:2]1[CH3:1], predict the reactants needed to synthesize it. The reactants are: [CH3:1][C@H:2]1[C@:27]([OH:35])(C(COC(C)=O)=O)[C@:26]2([CH3:36])[C@H:4]([C@H:5]3[C@H:23]([C@@H:24]([OH:37])[CH2:25]2)[C@:22]2([CH3:38])[C:8](=[CH:9][C:10]4[N:14]([C:15]5[CH:16]=[CH:17][CH:18]=[CH:19][CH:20]=5)[N:13]=[CH:12][C:11]=4[CH2:21]2)[C:7]([CH3:39])=[CH:6]3)[CH2:3]1.[OH-:40].[Na+].Cl.[CH3:43][OH:44]. (5) Given the product [CH3:1][N:2]1[C:10]2[C:5](=[CH:6][CH:7]=[CH:8][CH:9]=2)[CH:4]=[C:3]1[C:15]1[S:16][C:17]([CH:20]=[O:21])=[CH:18][N:19]=1, predict the reactants needed to synthesize it. The reactants are: [CH3:1][N:2]1[C:10]2[C:5](=[CH:6][CH:7]=[CH:8][CH:9]=2)[CH:4]=[C:3]1B(O)O.Br[C:15]1[S:16][C:17]([CH:20]=[O:21])=[CH:18][N:19]=1.C(=O)([O-])[O-].[Na+].[Na+]. (6) Given the product [Br:9][C:10]1[CH:11]=[C:12]2[C:16](=[C:17]([C:19]([NH2:21])=[O:20])[CH:18]=1)[NH:15][CH:14]=[C:13]2[CH:22]1[CH2:27][CH2:26][N:25]([S:31]([CH:29]([CH3:30])[CH3:28])(=[O:33])=[O:32])[CH2:24][CH2:23]1, predict the reactants needed to synthesize it. The reactants are: C(N(CC)CC)C.Cl.[Br:9][C:10]1[CH:11]=[C:12]2[C:16](=[C:17]([C:19]([NH2:21])=[O:20])[CH:18]=1)[NH:15][CH:14]=[C:13]2[CH:22]1[CH2:27][CH2:26][NH:25][CH2:24][CH2:23]1.[CH3:28][CH:29]([S:31](Cl)(=[O:33])=[O:32])[CH3:30].